Dataset: Forward reaction prediction with 1.9M reactions from USPTO patents (1976-2016). Task: Predict the product of the given reaction. Given the reactants Br.[Br:2][CH2:3][CH2:4][CH2:5][NH2:6].C(N(CC)CC)C.[CH3:14][C:15]([CH3:20])([CH3:19])[C:16](Cl)=[O:17], predict the reaction product. The product is: [Br:2][CH2:3][CH2:4][CH2:5][NH:6][C:16](=[O:17])[C:15]([CH3:20])([CH3:19])[CH3:14].